Dataset: Forward reaction prediction with 1.9M reactions from USPTO patents (1976-2016). Task: Predict the product of the given reaction. (1) Given the reactants [C:1]1([CH:7]([C:13]([O:15][CH2:16][CH3:17])=[O:14])[C:8]([O:10][CH2:11][CH3:12])=[O:9])[CH:6]=[CH:5][CH:4]=[CH:3][CH:2]=1.[O-:18][CH2:19][CH3:20].[Na+].C(Cl)(=O)C.Cl, predict the reaction product. The product is: [C:19]([C:7]([C:1]1[CH:2]=[CH:3][CH:4]=[CH:5][CH:6]=1)([C:8]([O:10][CH2:11][CH3:12])=[O:9])[C:13]([O:15][CH2:16][CH3:17])=[O:14])(=[O:18])[CH3:20]. (2) Given the reactants [CH2:1]([O:3][P:4]([CH2:9][CH2:10][C:11]([OH:13])=[O:12])([O:6][CH2:7][CH3:8])=[O:5])[CH3:2].O.O.[OH-].[Al+3:17].[OH-].[OH-], predict the reaction product. The product is: [CH2:7]([O:6][P:4]([CH2:9][CH2:10][C:11]([O-:13])=[O:12])([O:3][CH2:1][CH3:2])=[O:5])[CH3:8].[CH2:7]([O:6][P:4]([CH2:9][CH2:10][C:11]([O-:13])=[O:12])([O:3][CH2:1][CH3:2])=[O:5])[CH3:8].[CH2:7]([O:6][P:4]([CH2:9][CH2:10][C:11]([O-:13])=[O:12])([O:3][CH2:1][CH3:2])=[O:5])[CH3:8].[Al+3:17].